Dataset: NCI-60 drug combinations with 297,098 pairs across 59 cell lines. Task: Regression. Given two drug SMILES strings and cell line genomic features, predict the synergy score measuring deviation from expected non-interaction effect. (1) Drug 1: CC12CCC(CC1=CCC3C2CCC4(C3CC=C4C5=CN=CC=C5)C)O. Drug 2: CC1=C(C(CCC1)(C)C)C=CC(=CC=CC(=CC(=O)O)C)C. Cell line: SR. Synergy scores: CSS=31.2, Synergy_ZIP=7.12, Synergy_Bliss=8.13, Synergy_Loewe=1.48, Synergy_HSA=4.70. (2) Drug 1: C1CN1C2=NC(=NC(=N2)N3CC3)N4CC4. Drug 2: CC(C)(C#N)C1=CC(=CC(=C1)CN2C=NC=N2)C(C)(C)C#N. Cell line: PC-3. Synergy scores: CSS=10.2, Synergy_ZIP=1.61, Synergy_Bliss=5.28, Synergy_Loewe=0.653, Synergy_HSA=1.79.